From a dataset of Forward reaction prediction with 1.9M reactions from USPTO patents (1976-2016). Predict the product of the given reaction. (1) Given the reactants [CH2:1]([C:4]1[O:8][N:7]=[C:6]([C:9]([OH:11])=O)[CH:5]=1)[CH2:2][CH3:3].Cl.[O:13]1[CH2:17][CH2:16][CH:15]([CH2:18][NH2:19])[CH2:14]1.C(N(CC)CC)C.ON1C2C=CC=CC=2N=N1.Cl.C(N=C=NCCCN(C)C)C, predict the reaction product. The product is: [O:13]1[CH2:17][CH2:16][CH:15]([CH2:18][NH:19][C:9]([C:6]2[CH:5]=[C:4]([CH2:1][CH2:2][CH3:3])[O:8][N:7]=2)=[O:11])[CH2:14]1. (2) Given the reactants C([N:3](CC)CC)C.[NH2:8][O:9][CH2:10][CH2:11][CH2:12][N:13]1[C:25]2[C:24]3[CH:23]=[CH:22][CH:21]=[CH:20][C:19]=3[N:18]=[C:17]([NH2:26])[C:16]=2[N:15]=[C:14]1[CH2:27][CH2:28][CH3:29].[CH:30]1([C:33](Cl)=[O:34])[CH2:32][CH2:31]1, predict the reaction product. The product is: [OH-:9].[NH4+:3].[NH2:26][C:17]1[C:16]2[N:15]=[C:14]([CH2:27][CH2:28][CH3:29])[N:13]([CH2:12][CH2:11][CH2:10][O:9][NH:8][C:33]([CH:30]3[CH2:32][CH2:31]3)=[O:34])[C:25]=2[C:24]2[CH:23]=[CH:22][CH:21]=[CH:20][C:19]=2[N:18]=1. (3) Given the reactants [C:1]([O:5][C:6]([NH:8][CH2:9][CH2:10][CH2:11][CH2:12][CH2:13][CH:14]=[O:15])=[O:7])([CH3:4])([CH3:3])[CH3:2].[CH3:16][Mg]Br.O, predict the reaction product. The product is: [C:1]([O:5][C:6]([NH:8][CH2:9][CH2:10][CH2:11][CH2:12][CH2:13][CH:14]([OH:15])[CH3:16])=[O:7])([CH3:4])([CH3:3])[CH3:2]. (4) Given the reactants [C:1]([O:5][C:6]([N:8]1[CH2:13][CH2:12][C@H:11]([O:14][C:15]2[CH:24]=[C:23]3[C:18]([CH:19]=[N:20][C:21]([NH:25][C:26]4[CH:31]=[CH:30][CH:29]=[C:28]([F:32])[CH:27]=4)=[N:22]3)=[CH:17][C:16]=2[C:33]2[S:34][CH:35]=[CH:36][N:37]=2)[CH2:10][C@@H:9]1[C:38](O)=[O:39])=[O:7])([CH3:4])([CH3:3])[CH3:2].[NH4+].[Cl-].C[N:44](C(ON1N=NC2C=CC=NC1=2)=[N+](C)C)C.F[P-](F)(F)(F)(F)F.CCN(C(C)C)C(C)C, predict the reaction product. The product is: [C:1]([O:5][C:6]([N:8]1[CH2:13][CH2:12][C@H:11]([O:14][C:15]2[CH:24]=[C:23]3[C:18]([CH:19]=[N:20][C:21]([NH:25][C:26]4[CH:31]=[CH:30][CH:29]=[C:28]([F:32])[CH:27]=4)=[N:22]3)=[CH:17][C:16]=2[C:33]2[S:34][CH:35]=[CH:36][N:37]=2)[CH2:10][C@@H:9]1[C:38](=[O:39])[NH2:44])=[O:7])([CH3:3])([CH3:2])[CH3:4]. (5) Given the reactants [OH:1][C:2]1[CH:3]=[CH:4][C:5]2[C:10](=[O:11])[O:9][C:8]([CH3:13])([CH3:12])[O:7][C:6]=2[CH:14]=1.C(P(CCCC)CCCC)CCC.[CH2:28]([C:32]1[CH:37]=[CH:36][C:35]([C:38]#[C:39][C:40]2[CH:45]=[CH:44][C:43]([CH:46](O)[CH2:47][CH2:48][CH2:49][CH3:50])=[CH:42][CH:41]=2)=[CH:34][CH:33]=1)[CH2:29][CH2:30][CH3:31], predict the reaction product. The product is: [CH2:28]([C:32]1[CH:37]=[CH:36][C:35]([C:38]#[C:39][C:40]2[CH:45]=[CH:44][C:43]([CH:46]([O:1][C:2]3[CH:3]=[CH:4][C:5]4[C:10](=[O:11])[O:9][C:8]([CH3:12])([CH3:13])[O:7][C:6]=4[CH:14]=3)[CH2:47][CH2:48][CH2:49][CH3:50])=[CH:42][CH:41]=2)=[CH:34][CH:33]=1)[CH2:29][CH2:30][CH3:31]. (6) The product is: [ClH:38].[ClH:38].[CH3:34][N:2]([CH3:1])[CH2:3][CH2:4][CH2:5][C:6]1[CH:7]=[C:8]([NH:13][C:14]2[N:15]=[CH:16][C:17]3[CH2:18][C:19](=[S:33])[NH:20][C:21]4[CH:28]=[C:27]([C:29]([F:32])([F:31])[F:30])[CH:26]=[CH:25][C:22]=4[C:23]=3[N:24]=2)[C:9]([CH3:12])=[N:10][CH:11]=1. Given the reactants [CH3:1][N:2]([CH3:34])[CH2:3][CH2:4][CH2:5][C:6]1[CH:7]=[C:8]([NH:13][C:14]2[N:15]=[CH:16][C:17]3[CH2:18][C:19](=[S:33])[NH:20][C:21]4[CH:28]=[C:27]([C:29]([F:32])([F:31])[F:30])[CH:26]=[CH:25][C:22]=4[C:23]=3[N:24]=2)[C:9]([CH3:12])=[N:10][CH:11]=1.C(O)C.[ClH:38], predict the reaction product. (7) The product is: [Br:1][C:2]1[CH:10]=[C:9]2[C:5]([CH:6]=[CH:7][N:8]2[CH3:15])=[CH:4][C:3]=1[F:11]. Given the reactants [Br:1][C:2]1[CH:10]=[C:9]2[C:5]([CH:6]=[CH:7][NH:8]2)=[CH:4][C:3]=1[F:11].[H-].[Na+].I[CH3:15], predict the reaction product. (8) The product is: [NH:1]1[CH2:11][CH2:10][CH2:9][CH:3]([C:4]([NH:13][NH2:14])=[O:5])[CH2:2]1. Given the reactants [NH:1]1[CH2:11][CH2:10][CH2:9][CH:3]([C:4](OCC)=[O:5])[CH2:2]1.O.[NH2:13][NH2:14], predict the reaction product. (9) Given the reactants C(N(CC)CC)C.[Cl:8][C:9]1[C:18]([N+:19]([O-:21])=[O:20])=[C:17](Cl)[C:16]2[C:11](=[CH:12][CH:13]=[CH:14][CH:15]=2)[N:10]=1.[F:23][C:24]1[CH:29]=[CH:28][C:27]([C:30]2[CH:34]=[C:33]([CH2:35][CH2:36][NH2:37])[O:32][N:31]=2)=[CH:26][CH:25]=1.O, predict the reaction product. The product is: [Cl:8][C:9]1[C:18]([N+:19]([O-:21])=[O:20])=[C:17]([NH:37][CH2:36][CH2:35][C:33]2[O:32][N:31]=[C:30]([C:27]3[CH:28]=[CH:29][C:24]([F:23])=[CH:25][CH:26]=3)[CH:34]=2)[C:16]2[C:11](=[CH:12][CH:13]=[CH:14][CH:15]=2)[N:10]=1.